From a dataset of Forward reaction prediction with 1.9M reactions from USPTO patents (1976-2016). Predict the product of the given reaction. (1) Given the reactants Br[C:2]1[CH:7]=[CH:6][C:5]([Br:8])=[CH:4][N:3]=1.[C:9]1(B(O)O)[CH:14]=[CH:13][CH:12]=[CH:11][CH:10]=1.C(=O)([O-])[O-].[Na+].[Na+], predict the reaction product. The product is: [Br:8][C:5]1[CH:4]=[N:3][C:2]([C:9]2[CH:14]=[CH:13][CH:12]=[CH:11][CH:10]=2)=[CH:7][CH:6]=1. (2) Given the reactants Cl.BrC1SC2=NC(N)=CN2C=1.C(OC(N[C@@H](C1C=CC=CC=1)C(N1CCC[C@H]1C(O)=O)=O)=O)(C)(C)C.[C:37]([O:41][C:42](=[O:70])[NH:43][C@@H:44]([C:64]1[CH:69]=[CH:68][CH:67]=[CH:66][CH:65]=1)[C:45]([N:47]1[CH2:51][CH2:50][CH2:49][C@@H:48]1[C:52](=[O:63])[NH:53][C:54]1[N:55]=[C:56]2[N:60]([CH:61]=1)[CH:59]=[C:58]([Br:62])[S:57]2)=[O:46])([CH3:40])([CH3:39])[CH3:38], predict the reaction product. The product is: [C:37]([O:41][C:42](=[O:70])[NH:43][C@@H:44]([C:64]1[CH:65]=[CH:66][CH:67]=[CH:68][CH:69]=1)[C:45]([N:47]1[CH2:51][CH2:50][CH2:49][C@H:48]1[C:52](=[O:63])[NH:53][C:54]1[N:55]=[C:56]2[N:60]([CH:61]=1)[CH:59]=[C:58]([Br:62])[S:57]2)=[O:46])([CH3:40])([CH3:38])[CH3:39]. (3) The product is: [Cl:7][C:8]1[CH:9]=[CH:10][C:11]2[NH:16][CH2:15][C@H:14]([CH2:18][CH2:19][OH:20])[NH:13][C:12]=2[N:23]=1. Given the reactants [H-].[H-].[H-].[H-].[Li+].[Al+3].[Cl:7][C:8]1[CH:9]=[CH:10][C:11]2[NH:16][C:15](=O)[C@H:14]([CH2:18][C:19](OC)=[O:20])[NH:13][C:12]=2[N:23]=1.O.[OH-].[Na+], predict the reaction product. (4) Given the reactants [CH:1]1[C:10]2[C:5](=[CH:6][CH:7]=[CH:8][CH:9]=2)[CH:4]=[C:3]([C:11]([OH:13])=O)[N:2]=1.Cl.C([O:19][NH2:20])(C)(C)C, predict the reaction product. The product is: [OH:19][NH:20][C:11]([C:3]1[N:2]=[CH:1][C:10]2[C:5]([CH:4]=1)=[CH:6][CH:7]=[CH:8][CH:9]=2)=[O:13]. (5) Given the reactants [C:1]([C:3]1[CH:4]=[N:5][C:6]([NH:21][CH2:22][C:23]2[CH:28]=[CH:27][C:26](B3OC(C)(C)C(C)(C)O3)=[CH:25][CH:24]=2)=[C:7]([CH:20]=1)[C:8]([NH:10][C@H:11]([C:13]1[CH:18]=[CH:17][C:16]([F:19])=[CH:15][CH:14]=1)[CH3:12])=[O:9])#[N:2].[NH2:38][C:39]1[N:47]=[CH:46][C:45](Br)=[CH:44][C:40]=1[C:41]([NH2:43])=[O:42].C([O-])([O-])=O.[K+].[K+], predict the reaction product. The product is: [NH2:38][C:39]1[N:47]=[CH:46][C:45]([C:26]2[CH:27]=[CH:28][C:23]([CH2:22][NH:21][C:6]3[N:5]=[CH:4][C:3]([C:1]#[N:2])=[CH:20][C:7]=3[C:8]([NH:10][C@H:11]([C:13]3[CH:18]=[CH:17][C:16]([F:19])=[CH:15][CH:14]=3)[CH3:12])=[O:9])=[CH:24][CH:25]=2)=[CH:44][C:40]=1[C:41](=[O:42])[NH2:43]. (6) Given the reactants [CH:1](=O)[C:2]1[O:6][CH:5]=[CH:4][CH:3]=1.S([O-])([O-])(=O)=O.[Mg+2].[NH2:14][C:15]1[CH:20]=[CH:19][CH:18]=[CH:17][CH:16]=1, predict the reaction product. The product is: [O:6]1[CH:5]=[CH:4][CH:3]=[C:2]1/[CH:1]=[N:14]/[C:15]1[CH:20]=[CH:19][CH:18]=[CH:17][CH:16]=1.